From a dataset of Forward reaction prediction with 1.9M reactions from USPTO patents (1976-2016). Predict the product of the given reaction. (1) Given the reactants N(OC(C)(C)C)=O.I[CH2:9][I:10].NC1[S:13][CH:14]=[C:15]([C:17]([O:19][CH2:20][CH3:21])=[O:18])[N:16]=1, predict the reaction product. The product is: [CH2:20]([O:19][C:17]([C:15]1[N:16]=[C:9]([I:10])[S:13][CH:14]=1)=[O:18])[CH3:21]. (2) Given the reactants [NH2:1][C:2]1[S:3][CH:4]=[N:5][N:6]=1.C([Li])CCC.Cl[Si](C)(C)C.[CH3:17][CH2:18][C:19](=[O:22])[CH2:20][CH3:21], predict the reaction product. The product is: [NH2:1][C:2]1[S:3][C:4]([C:19]([OH:22])([CH2:20][CH3:21])[CH2:18][CH3:17])=[N:5][N:6]=1.